Dataset: Peptide-MHC class II binding affinity with 134,281 pairs from IEDB. Task: Regression. Given a peptide amino acid sequence and an MHC pseudo amino acid sequence, predict their binding affinity value. This is MHC class II binding data. (1) The peptide sequence is ELLEFHYYLSSKLNK. The MHC is DRB3_0101 with pseudo-sequence DRB3_0101. The binding affinity (normalized) is 0.233. (2) The peptide sequence is SQDPELSWNLNGLQAY. The MHC is DRB1_1302 with pseudo-sequence DRB1_1302. The binding affinity (normalized) is 0.627. (3) The peptide sequence is SGVAATESAYLAYRN. The MHC is DRB1_1001 with pseudo-sequence DRB1_1001. The binding affinity (normalized) is 0.811. (4) The peptide sequence is EVDISVVVQDPKNVY. The MHC is HLA-DQA10601-DQB10402 with pseudo-sequence HLA-DQA10601-DQB10402. The binding affinity (normalized) is 0.